Task: Predict the reactants needed to synthesize the given product.. Dataset: Full USPTO retrosynthesis dataset with 1.9M reactions from patents (1976-2016) (1) Given the product [F:1][C:2]1[N:7]=[CH:6][C:5]([C:18]2[CH:23]=[CH:22][N:21]=[C:20]([NH2:24])[CH:19]=2)=[CH:4][CH:3]=1, predict the reactants needed to synthesize it. The reactants are: [F:1][C:2]1[N:7]=[CH:6][C:5](B(O)O)=[CH:4][CH:3]=1.C(=O)([O-])[O-].[Na+].[Na+].Br[C:18]1[CH:23]=[CH:22][N:21]=[C:20]([NH2:24])[CH:19]=1.C1(C)C=CC=CC=1. (2) The reactants are: [S:1]([NH2:5])([NH2:4])(=[O:3])=[O:2].[H-].[Na+].Br[CH2:9][CH2:10][CH2:11][O:12][CH2:13][C:14]1[CH:19]=[CH:18][CH:17]=[CH:16][CH:15]=1.Cl. Given the product [CH2:13]([O:12][CH2:11][CH2:10][CH2:9][NH:4][S:1]([NH2:5])(=[O:3])=[O:2])[C:14]1[CH:19]=[CH:18][CH:17]=[CH:16][CH:15]=1, predict the reactants needed to synthesize it. (3) Given the product [CH3:6][O:5][C:3](=[O:4])[C:2]([CH3:1])([CH3:7])[O:8][CH2:9][C:10]([OH:15])=[O:11], predict the reactants needed to synthesize it. The reactants are: [CH3:1][C:2]([O:8][CH2:9][CH:10]=[O:11])([CH3:7])[C:3]([O:5][CH3:6])=[O:4].O.O.P(O)(O)([O-])=[O:15].[Na+].S(=O)(=O)(O)N.Cl([O-])=O.[Na+].S([O-])([O-])(=O)=S.[Na+].[Na+].